Predict the reaction yield, written as a fraction of the theoretical maximum amount of product (1.0 means a 100% yield; for example, 0.34 means a 34% yield). From a dataset of Reaction yield outcomes from USPTO patents with 853,638 reactions. (1) The reactants are [NH2:1][C:2]1[CH:7]=[CH:6][C:5]([C:8]2[C:12]([C:13]3[CH:18]=[CH:17][N:16]=[C:15]4[NH:19][C:20]([C:22]5[CH:27]=[CH:26][CH:25]=[C:24]([CH2:28][N:29]([CH3:31])[CH3:30])[CH:23]=5)=[CH:21][C:14]=34)=[CH:11][N:10]([CH2:32][CH3:33])[N:9]=2)=[CH:4][CH:3]=1.[C:34]1([N:40]=[C:41]=[O:42])[CH:39]=[CH:38][CH:37]=[CH:36][CH:35]=1. The catalyst is O1CCCC1.CCN(CC)CC. The product is [CH3:33][CH2:32][N:10]1[N:9]=[C:8]([C:5]2[CH:4]=[CH:3][C:2]([NH:1][C:41]([NH:40][C:34]3[CH:39]=[CH:38][CH:37]=[CH:36][CH:35]=3)=[O:42])=[CH:7][CH:6]=2)[C:12]([C:13]2[CH:18]=[CH:17][N:16]=[C:15]3[C:14]=2[CH:21]=[C:20]([C:22]2[CH:27]=[CH:26][CH:25]=[C:24]([CH2:28][N:29]([CH3:30])[CH3:31])[CH:23]=2)[NH:19]3)=[CH:11]1. The yield is 0.440. (2) The reactants are [N+:1]([C:4]1[CH:11]=[C:10]([N+:12]([O-])=O)[CH:9]=[CH:8][C:5]=1[C:6]#[N:7])([O-:3])=[O:2].N1[CH2:20][CH2:19][O:18][CH2:17][CH2:16]1.O. The catalyst is CN(C)C=O. The product is [N:12]1([C:10]2[CH:9]=[CH:8][C:5]([C:6]#[N:7])=[C:4]([N+:1]([O-:3])=[O:2])[CH:11]=2)[CH2:20][CH2:19][O:18][CH2:17][CH2:16]1. The yield is 0.745.